The task is: Predict the product of the given reaction.. This data is from Forward reaction prediction with 1.9M reactions from USPTO patents (1976-2016). Given the reactants [NH2:1][C:2](=[N:14][OH:15])[C:3]1[CH:12]=[CH:11][C:6]([C:7]([O:9][CH3:10])=[O:8])=[C:5]([F:13])[CH:4]=1.[CH3:16][N:17]([CH3:30])[C:18]1[CH:26]=[CH:25][C:21]([C:22](O)=O)=[CH:20][C:19]=1[N+:27]([O-:29])=[O:28], predict the reaction product. The product is: [CH3:30][N:17]([CH3:16])[C:18]1[CH:26]=[CH:25][C:21]([C:22]2[O:15][N:14]=[C:2]([C:3]3[CH:12]=[CH:11][C:6]([C:7]([O:9][CH3:10])=[O:8])=[C:5]([F:13])[CH:4]=3)[N:1]=2)=[CH:20][C:19]=1[N+:27]([O-:29])=[O:28].